Dataset: Forward reaction prediction with 1.9M reactions from USPTO patents (1976-2016). Task: Predict the product of the given reaction. Given the reactants [O:1]=[C:2]1[C:10]2[C:5](=[CH:6][CH:7]=[CH:8][CH:9]=2)[C:4](=[O:11])[N:3]1[CH:12]([C:18]1[CH:23]=[CH:22][C:21]([O:24][CH3:25])=[C:20]([O:26][CH2:27][CH3:28])[CH:19]=1)[CH2:13][C:14]([NH:16][OH:17])=[O:15].[C:29](OC(=O)C)(=[O:31])[CH3:30], predict the reaction product. The product is: [C:29]([O:17][NH:16][C:14](=[O:15])[CH2:13][CH:12]([N:3]1[C:4](=[O:11])[C:5]2[C:10](=[CH:9][CH:8]=[CH:7][CH:6]=2)[C:2]1=[O:1])[C:18]1[CH:23]=[CH:22][C:21]([O:24][CH3:25])=[C:20]([O:26][CH2:27][CH3:28])[CH:19]=1)(=[O:31])[CH3:30].